Dataset: Reaction yield outcomes from USPTO patents with 853,638 reactions. Task: Predict the reaction yield, written as a fraction of the theoretical maximum amount of product (1.0 means a 100% yield; for example, 0.34 means a 34% yield). (1) The reactants are [CH3:1][CH:2]([C:7]([O:9][CH3:10])=[O:8])[C:3]([O:5][CH3:6])=[O:4].[H-].[Na+].I[CH2:14][C@@H:15]1[CH2:19][N:18]([C@H:20]([C:22]2[CH:27]=[CH:26][CH:25]=[CH:24][CH:23]=2)[CH3:21])[C:17](=[O:28])[CH2:16]1.O. The catalyst is CS(C)=O. The product is [CH3:6][O:5][C:3](=[O:4])[C:2]([CH3:1])([CH2:14][C@H:15]1[CH2:16][C:17](=[O:28])[N:18]([C@H:20]([C:22]2[CH:27]=[CH:26][CH:25]=[CH:24][CH:23]=2)[CH3:21])[CH2:19]1)[C:7]([O:9][CH3:10])=[O:8]. The yield is 0.810. (2) The reactants are [Br:1][C:2]1[CH:9]=[CH:8][C:5]([C:6]#[N:7])=[CH:4][CH:3]=1.[N+:10]([O-])([OH:12])=[O:11]. The catalyst is OS(O)(=O)=O. The product is [Br:1][C:2]1[CH:9]=[CH:8][C:5]([C:6]#[N:7])=[CH:4][C:3]=1[N+:10]([O-:12])=[O:11]. The yield is 0.560. (3) The yield is 0.890. The reactants are [F:1][C:2]1[CH:7]=[CH:6][CH:5]=[C:4]([F:8])[C:3]=1[N:9]1[C:14]2[N:15]=[C:16]([S:29][CH3:30])[N:17]=[C:18]([C:19]3[CH:20]=[C:21]([CH:25]=[CH:26][C:27]=3[CH3:28])[C:22]([OH:24])=O)[C:13]=2[CH2:12][NH:11][C:10]1=[O:31].[F:32][C:33]1[CH:39]=[CH:38][C:36]([NH2:37])=[CH:35][CH:34]=1.CN(C(ON1N=NC2C=CC=NC1=2)=[N+](C)C)C.F[P-](F)(F)(F)(F)F.C(N(C(C)C)CC)(C)C. The product is [F:1][C:2]1[CH:7]=[CH:6][CH:5]=[C:4]([F:8])[C:3]=1[N:9]1[C:14]2[N:15]=[C:16]([S:29][CH3:30])[N:17]=[C:18]([C:19]3[CH:20]=[C:21]([CH:25]=[CH:26][C:27]=3[CH3:28])[C:22]([NH:37][C:36]3[CH:38]=[CH:39][C:33]([F:32])=[CH:34][CH:35]=3)=[O:24])[C:13]=2[CH2:12][NH:11][C:10]1=[O:31]. The catalyst is C(Cl)Cl.O. (4) The reactants are [Br:1][C:2]1[CH:7]=[CH:6][C:5]([C:8]([NH:10][NH:11]C(OC(C)(C)C)=O)=[O:9])=[C:4]([F:19])[CH:3]=1.Cl. The catalyst is O1CCOCC1. The product is [Br:1][C:2]1[CH:7]=[CH:6][C:5]([C:8]([NH:10][NH2:11])=[O:9])=[C:4]([F:19])[CH:3]=1. The yield is 1.00.